Dataset: Reaction yield outcomes from USPTO patents with 853,638 reactions. Task: Predict the reaction yield, written as a fraction of the theoretical maximum amount of product (1.0 means a 100% yield; for example, 0.34 means a 34% yield). The reactants are C([O:8][C:9]1[CH:34]=[C:33]([CH2:35][CH3:36])[CH:32]=[CH:31][C:10]=1[O:11][C:12]1[CH:17]=[CH:16][C:15]([S:18]([NH:21][CH2:22][CH2:23][CH2:24][N:25]2[CH:29]=[CH:28][N:27]=[CH:26]2)(=[O:20])=[O:19])=[CH:14][C:13]=1[F:30])C1C=CC=CC=1.O1CCCC1. The yield is 0.420. The catalyst is C(O)C. The product is [CH2:35]([C:33]1[CH:32]=[CH:31][C:10]([O:11][C:12]2[CH:17]=[CH:16][C:15]([S:18]([NH:21][CH2:22][CH2:23][CH2:24][N:25]3[CH:29]=[CH:28][N:27]=[CH:26]3)(=[O:20])=[O:19])=[CH:14][C:13]=2[F:30])=[C:9]([OH:8])[CH:34]=1)[CH3:36].